Predict which catalyst facilitates the given reaction. From a dataset of Catalyst prediction with 721,799 reactions and 888 catalyst types from USPTO. Reactant: [Cl:1][C:2]1[CH:7]=[CH:6][C:5]([S:8]([NH:11][C@@H:12]([C:20]2[CH:24]=[C:23]([O:25][CH3:26])[O:22][N:21]=2)[CH2:13][C:14]2[CH:19]=[CH:18][CH:17]=[CH:16][CH:15]=2)(=[O:10])=[O:9])=[CH:4][CH:3]=1.[Br:27]N1C(=O)CCC1=O.S([O-])([O-])(=O)=S.[Na+].[Na+]. Product: [Br:27][C:24]1[C:20]([C@H:12]([NH:11][S:8]([C:5]2[CH:6]=[CH:7][C:2]([Cl:1])=[CH:3][CH:4]=2)(=[O:10])=[O:9])[CH2:13][C:14]2[CH:19]=[CH:18][CH:17]=[CH:16][CH:15]=2)=[N:21][O:22][C:23]=1[O:25][CH3:26]. The catalyst class is: 3.